Predict the reactants needed to synthesize the given product. From a dataset of Full USPTO retrosynthesis dataset with 1.9M reactions from patents (1976-2016). (1) Given the product [Br:1][C:2]1[CH:3]=[CH:4][C:5]([O:16][CH2:17][C:18]2[CH:23]=[CH:22][C:21]([Cl:24])=[CH:20][CH:19]=2)=[C:6]([CH2:8][N:9]2[CH2:14][CH2:13][CH:12]([NH:27][CH2:25][CH3:26])[CH2:11][CH2:10]2)[CH:7]=1, predict the reactants needed to synthesize it. The reactants are: [Br:1][C:2]1[CH:3]=[CH:4][C:5]([O:16][CH2:17][C:18]2[CH:23]=[CH:22][C:21]([Cl:24])=[CH:20][CH:19]=2)=[C:6]([CH2:8][N:9]2[CH2:14][CH2:13][C:12](=O)[CH2:11][CH2:10]2)[CH:7]=1.[CH2:25]([NH2:27])[CH3:26].[BH-](OC(C)=O)(OC(C)=O)OC(C)=O.[Na+].CC(O)=O. (2) The reactants are: [Cl:1][C:2]1[C:7]([Cl:8])=[C:6]([C:9]([OH:18])([C:14]([F:17])([F:16])[F:15])[C:10]([F:13])([F:12])[F:11])[CH:5]=[CH:4][C:3]=1[C:19]1[S:23][C:22]([C:24]([N:26]2[CH2:31][CH2:30][S:29][CH2:28][CH2:27]2)=[O:25])=[N:21][C:20]=1[C:32]([O:34]C(C)(C)C)=[O:33]. Given the product [Cl:1][C:2]1[C:7]([Cl:8])=[C:6]([C:9]([OH:18])([C:10]([F:11])([F:13])[F:12])[C:14]([F:15])([F:17])[F:16])[CH:5]=[CH:4][C:3]=1[C:19]1[S:23][C:22]([C:24]([N:26]2[CH2:27][CH2:28][S:29][CH2:30][CH2:31]2)=[O:25])=[N:21][C:20]=1[C:32]([OH:34])=[O:33], predict the reactants needed to synthesize it. (3) Given the product [C:21]12([CH2:31][C:32]([NH:1][N:2]3[N:11]=[C:10]([C:12]4[CH:17]=[CH:16][C:15]([O:18][CH3:19])=[CH:14][CH:13]=4)[C:9]4[C:4](=[CH:5][CH:6]=[CH:7][CH:8]=4)[C:3]3=[O:20])=[O:33])[CH2:28][CH:27]3[CH2:26][CH:25]([CH2:24][CH:23]([CH2:29]3)[CH2:22]1)[CH2:30]2, predict the reactants needed to synthesize it. The reactants are: [NH2:1][N:2]1[N:11]=[C:10]([C:12]2[CH:17]=[CH:16][C:15]([O:18][CH3:19])=[CH:14][CH:13]=2)[C:9]2[C:4](=[CH:5][CH:6]=[CH:7][CH:8]=2)[C:3]1=[O:20].[C:21]12([CH2:31][C:32](Cl)=[O:33])[CH2:30][CH:25]3[CH2:26][CH:27]([CH2:29][CH:23]([CH2:24]3)[CH2:22]1)[CH2:28]2. (4) Given the product [CH3:8][C:5]1([OH:4])[CH2:6][CH:11]1[Si:13]([CH3:16])([CH3:15])[CH3:14], predict the reactants needed to synthesize it. The reactants are: [Mg].C([O:4][CH2:5][CH3:6])C.Cl[CH:8](C)C.[CH:11]([Si:13]([CH3:16])([CH3:15])[CH3:14])=C. (5) Given the product [C:31]([C:25]1([C:20]2[CH:21]=[CH:22][CH:23]=[CH:24][N:19]=2)[CH2:26][CH2:27][N:28]([CH2:1][C:3]2[CH:4]=[C:5]([C:14]([O:16][CH2:17][CH3:18])=[O:15])[C:6](=[O:13])[CH:33]3[C:12]=2[CH:11]=[CH:10][CH:9]=[CH:8]3)[CH2:29][CH2:30]1)#[N:32], predict the reactants needed to synthesize it. The reactants are: [CH:1]([C:3]1[CH:4]=[C:5]([C:14]([O:16][CH2:17][CH3:18])=[O:15])[C:6](=[O:13])N2[C:12]=1[CH:11]=[CH:10][CH:9]=[CH:8]2)=O.[N:19]1[CH:24]=[CH:23][CH:22]=[CH:21][C:20]=1[C:25]1([C:31]#[N:32])[CH2:30][CH2:29][NH:28][CH2:27][CH2:26]1.[C:33](O)(=O)C.ClC(Cl)C.C([BH3-])#N. (6) Given the product [F:11][C:4]1[CH:3]=[C:2]([B:12]2[O:16][C:15]([CH3:18])([CH3:17])[C:14]([CH3:20])([CH3:19])[O:13]2)[CH:7]=[C:6]([CH3:8])[C:5]=1[CH2:9][OH:10], predict the reactants needed to synthesize it. The reactants are: Br[C:2]1[CH:7]=[C:6]([CH3:8])[C:5]([CH2:9][OH:10])=[C:4]([F:11])[CH:3]=1.[B:12]1([B:12]2[O:16][C:15]([CH3:18])([CH3:17])[C:14]([CH3:20])([CH3:19])[O:13]2)[O:16][C:15]([CH3:18])([CH3:17])[C:14]([CH3:20])([CH3:19])[O:13]1.C([O-])(=O)C.[K+].